The task is: Predict which catalyst facilitates the given reaction.. This data is from Catalyst prediction with 721,799 reactions and 888 catalyst types from USPTO. (1) Reactant: [CH3:1][C:2]1([N:15]2[CH2:20][CH:19]=[C:18](OS(C(F)(F)F)(=O)=O)[CH2:17][CH2:16]2)[CH2:7][CH2:6][N:5]([C:8]([O:10][C:11]([CH3:14])([CH3:13])[CH3:12])=[O:9])[CH2:4][CH2:3]1.C(N(CC)CC)C.C1(P(C2C=CC=CC=2)C2C=CC=CC=2)C=CC=CC=1.[CH3:55][OH:56].CN(C)[CH:59]=[O:60]. Product: [C:11]([O:10][C:8]([N:5]1[CH2:4][CH2:3][C:2]([N:15]2[CH2:20][CH:19]=[C:18]([C:55]([O:60][CH3:59])=[O:56])[CH2:17][CH2:16]2)([CH3:1])[CH2:7][CH2:6]1)=[O:9])([CH3:14])([CH3:12])[CH3:13]. The catalyst class is: 713. (2) Reactant: [C:1]([C:3]([C:6]1[CH:7]=[C:8]([CH:34]=[CH:35][CH:36]=1)[C:9]([NH:11][C:12]1[CH:17]=[CH:16][C:15]([CH3:18])=[C:14]([NH:19]C(C2N=C(N3CCOCC3)N=CC=2)=O)[CH:13]=1)=[O:10])([CH3:5])[CH3:4])#[N:2].[Br:37][C:38]1[C:39]([C:46]([OH:48])=O)=[N:40][C:41]([S:44][CH3:45])=[N:42][CH:43]=1.CN(C(ON1N=NC2C=CC=NC1=2)=[N+](C)C)C.F[P-](F)(F)(F)(F)F.CCN(C(C)C)C(C)C. Product: [Br:37][C:38]1[C:39]([C:46]([NH:19][C:14]2[CH:13]=[C:12]([NH:11][C:9](=[O:10])[C:8]3[CH:34]=[CH:35][CH:36]=[C:6]([C:3]([C:1]#[N:2])([CH3:4])[CH3:5])[CH:7]=3)[CH:17]=[CH:16][C:15]=2[CH3:18])=[O:48])=[N:40][C:41]([S:44][CH3:45])=[N:42][CH:43]=1. The catalyst class is: 3. (3) Reactant: [Br:1][C:2]1[CH:16]=[C:15]([CH2:17][CH2:18][NH:19][CH2:20][C:21]2[CH:26]=[CH:25][C:24]([C:27]([F:30])([F:29])[F:28])=[CH:23][CH:22]=2)[CH:14]=[CH:13][C:3]=1[O:4][C:5]([CH3:12])([CH3:11])[C:6]([O:8][CH2:9][CH3:10])=[O:7].Cl[C:32]1[N:37]=[CH:36][C:35]([CH2:38][CH3:39])=[CH:34][N:33]=1.CCN(C(C)C)C(C)C. Product: [Br:1][C:2]1[CH:16]=[C:15]([CH2:17][CH2:18][N:19]([C:32]2[N:37]=[CH:36][C:35]([CH2:38][CH3:39])=[CH:34][N:33]=2)[CH2:20][C:21]2[CH:22]=[CH:23][C:24]([C:27]([F:29])([F:28])[F:30])=[CH:25][CH:26]=2)[CH:14]=[CH:13][C:3]=1[O:4][C:5]([CH3:11])([CH3:12])[C:6]([O:8][CH2:9][CH3:10])=[O:7]. The catalyst class is: 11. (4) Reactant: [C:1]1([C:7]2[O:11][N:10]=[C:9]([C:12]3[O:16][N:15]=[C:14]4[C:17]5[C:22]([CH2:23][C:13]=34)=[CH:21][C:20]([CH:24]=C)=[CH:19][CH:18]=5)[C:8]=2[C:26]([F:29])([F:28])[F:27])[CH:6]=[CH:5][CH:4]=[CH:3][CH:2]=1.C[N+]1([O-])CC[O:34]CC1.I([O-])(=O)(=O)=O.[Na+]. Product: [C:1]1([C:7]2[O:11][N:10]=[C:9]([C:12]3[O:16][N:15]=[C:14]4[C:17]5[C:22]([CH2:23][C:13]=34)=[CH:21][C:20]([CH:24]=[O:34])=[CH:19][CH:18]=5)[C:8]=2[C:26]([F:27])([F:28])[F:29])[CH:6]=[CH:5][CH:4]=[CH:3][CH:2]=1. The catalyst class is: 822. (5) Reactant: [H-].[Na+].[C:3]([O:6][CH2:7][C:8]1[CH:9]=[C:10]([CH3:24])[CH:11]=[C:12]2[C:17]=1[N:16]=[CH:15][C:14]([C:18]([O:20][CH2:21][CH3:22])=[O:19])=[C:13]2[OH:23])(=[O:5])[CH3:4].Cl[C:26]([O:28][CH2:29][CH:30]([CH3:32])[CH3:31])=[O:27].C(O)(=O)C. Product: [C:3]([O:6][CH2:7][C:8]1[CH:9]=[C:10]([CH3:24])[CH:11]=[C:12]2[C:17]=1[N:16]([C:26]([O:28][CH2:29][CH:30]([CH3:32])[CH3:31])=[O:27])[CH:15]=[C:14]([C:18]([O:20][CH2:21][CH3:22])=[O:19])[C:13]2=[O:23])(=[O:5])[CH3:4]. The catalyst class is: 435. (6) Reactant: [CH3:1][O:2][C:3]1[C:4](=[O:14])[N:5]([CH3:13])[C:6]([CH3:12])=[CH:7][C:8]=1[C:9]([OH:11])=[O:10].O[N:16]1[C:20](=[O:21])[CH2:19][CH2:18][C:17]1=[O:22].Cl.CN(C)CCCN=C=NCC. Product: [O:22]=[C:17]1[CH2:18][CH2:19][C:20](=[O:21])[N:16]1[O:10][C:9]([C:8]1[CH:7]=[C:6]([CH3:12])[N:5]([CH3:13])[C:4](=[O:14])[C:3]=1[O:2][CH3:1])=[O:11]. The catalyst class is: 4. (7) Product: [CH:1]1([N:7]([CH3:24])[C:8]([C:10]2[CH:23]=[CH:22][C:13]3[N:14]([CH2:18][CH2:19][CH2:20][O:21][C:30]([C:26]4[S:25][CH:29]=[CH:28][CH:27]=4)=[O:31])[C:15]([NH:17][C:30]([C:26]4[S:25][CH:29]=[CH:28][CH:27]=4)=[O:31])=[N:16][C:12]=3[CH:11]=2)=[O:9])[CH2:2][CH2:3][CH2:4][CH2:5][CH2:6]1. Reactant: [CH:1]1([N:7]([CH3:24])[C:8]([C:10]2[CH:23]=[CH:22][C:13]3[N:14]([CH2:18][CH2:19][CH2:20][OH:21])[C:15]([NH2:17])=[N:16][C:12]=3[CH:11]=2)=[O:9])[CH2:6][CH2:5][CH2:4][CH2:3][CH2:2]1.[S:25]1[CH:29]=[CH:28][CH:27]=[C:26]1[C:30](Cl)=[O:31]. The catalyst class is: 17. (8) Reactant: Br[CH2:2][C:3]1[C:4]([C:24]2[CH:29]=[CH:28][CH:27]=[C:26]([C:30]([F:33])([F:32])[F:31])[CH:25]=2)=[N:5][C:6]2[C:11]([C:12]=1[C:13]([O:15][CH3:16])=[O:14])=[CH:10][C:9]([S:17]([CH2:20][CH3:21])(=[O:19])=[O:18])=[C:8]([O:22][CH3:23])[CH:7]=2.[NH:34]1[CH2:39][CH2:38][CH:37]([N:40]2[CH2:45][CH2:44][O:43][CH2:42][CH2:41]2)[CH2:36][CH2:35]1. The catalyst class is: 10. Product: [CH2:20]([S:17]([C:9]1[CH:10]=[C:11]2[C:6](=[CH:7][C:8]=1[O:22][CH3:23])[N:5]=[C:4]([C:24]1[CH:29]=[CH:28][CH:27]=[C:26]([C:30]([F:33])([F:32])[F:31])[CH:25]=1)[C:3]([CH2:2][N:34]1[CH2:39][CH2:38][CH:37]([N:40]3[CH2:45][CH2:44][O:43][CH2:42][CH2:41]3)[CH2:36][CH2:35]1)=[C:12]2[C:13]([O:15][CH3:16])=[O:14])(=[O:18])=[O:19])[CH3:21]. (9) Reactant: [Cl:1][C:2]1[CH:3]=[CH:4][C:5]2[O:9][C:8]([C:10]3[C:19]([N:20]([CH:22]([CH3:24])[CH3:23])[CH3:21])=[N:18][C:17]4[C:12](=[CH:13][CH:14]=[C:15]([C:25]([O:27]C)=[O:26])[CH:16]=4)[N:11]=3)=[CH:7][C:6]=2[CH:29]=1.[OH-].[Na+].O. The catalyst class is: 7. Product: [Cl:1][C:2]1[CH:3]=[CH:4][C:5]2[O:9][C:8]([C:10]3[C:19]([N:20]([CH:22]([CH3:24])[CH3:23])[CH3:21])=[N:18][C:17]4[C:12](=[CH:13][CH:14]=[C:15]([C:25]([OH:27])=[O:26])[CH:16]=4)[N:11]=3)=[CH:7][C:6]=2[CH:29]=1.